This data is from Reaction yield outcomes from USPTO patents with 853,638 reactions. The task is: Predict the reaction yield, written as a fraction of the theoretical maximum amount of product (1.0 means a 100% yield; for example, 0.34 means a 34% yield). (1) The reactants are CO.C[O:4][C:5]([C:7]1[C:11]2[CH:12]=[CH:13][CH:14]=[CH:15][C:10]=2[S:9][CH:8]=1)=[O:6].[OH-].[Li+].Cl. The catalyst is O.O1CCCC1. The product is [S:9]1[C:10]2[CH:15]=[CH:14][CH:13]=[CH:12][C:11]=2[C:7]([C:5]([OH:6])=[O:4])=[CH:8]1. The yield is 1.00. (2) The reactants are [CH:1]1[C:6]([S:7](Cl)(=[O:9])=[O:8])=[CH:5][CH:4]=[C:3]([I:11])[CH:2]=1.[NH3:12]. No catalyst specified. The product is [I:11][C:3]1[CH:4]=[CH:5][C:6]([S:7](=[O:9])(=[O:8])[NH2:12])=[CH:1][CH:2]=1. The yield is 1.00. (3) The reactants are [Br:1][C:2]1[CH:3]=[CH:4][C:5]2[O:6][CH2:7][C:8](=O)[NH:9][C:10]=2[N:11]=1.C[Mg+].[Br-].[C:16](O[BH-](OC(=O)C)OC(=O)C)(=O)C.[Na+]. The catalyst is O1CCCC1.CCOCC.C(O)(=O)C. The product is [Br:1][C:2]1[CH:3]=[CH:4][C:5]2[O:6][CH2:7][CH:8]([CH3:16])[NH:9][C:10]=2[N:11]=1. The yield is 0.800. (4) The reactants are C(N(CC)CC)C.C([Mg]Cl)(C)C.Br[C:14]1[C:15]([O:22][CH3:23])=[N:16][CH:17]=[C:18]([Cl:21])[C:19]=1[CH3:20].ClC1C(C)=C([Mg]Cl)C(OC)=NC=1.[CH3:36][O:37][C:38]1[C:45]([O:46][CH3:47])=[C:44]([O:48][CH3:49])[CH:43]=[C:42]([CH3:50])[C:39]=1[CH:40]=[O:41]. The catalyst is O1CCCC1.O. The product is [CH3:36][O:37][C:38]1[C:45]([O:46][CH3:47])=[C:44]([O:48][CH3:49])[CH:43]=[C:42]([CH3:50])[C:39]=1[CH:40]([C:14]1[C:15]([O:22][CH3:23])=[N:16][CH:17]=[C:18]([Cl:21])[C:19]=1[CH3:20])[OH:41]. The yield is 0.700. (5) The reactants are Cl.[NH:2]1[CH2:7][CH2:6][CH2:5][CH:4]([C:8]2[CH:23]=[CH:22][C:11]([O:12][C:13]3[CH:21]=[CH:20][C:16]([C:17]([NH2:19])=[O:18])=[CH:15][N:14]=3)=[CH:10][CH:9]=2)[CH2:3]1.[CH:24](=O)[CH2:25][CH:26]([CH3:28])[CH3:27].[BH4-].[Na+]. No catalyst specified. The product is [CH3:27][CH:26]([CH3:28])[CH2:25][CH2:24][N:2]1[CH2:7][CH2:6][CH2:5][CH:4]([C:8]2[CH:9]=[CH:10][C:11]([O:12][C:13]3[CH:21]=[CH:20][C:16]([C:17]([NH2:19])=[O:18])=[CH:15][N:14]=3)=[CH:22][CH:23]=2)[CH2:3]1. The yield is 0.320.